Dataset: Full USPTO retrosynthesis dataset with 1.9M reactions from patents (1976-2016). Task: Predict the reactants needed to synthesize the given product. (1) Given the product [Br:1][C:2]1[N:6]=[C:5]([NH:8][CH2:9][CH2:10][NH:11][C:12]2[CH:17]=[C:16]([C:18]3[CH:23]=[CH:22][CH:21]=[C:20]([CH3:24])[C:19]=3[CH3:25])[N:15]=[C:14]([NH2:26])[N:13]=2)[S:4][N:3]=1, predict the reactants needed to synthesize it. The reactants are: [Br:1][C:2]1[N:6]=[C:5](Cl)[S:4][N:3]=1.[NH2:8][CH2:9][CH2:10][NH:11][C:12]1[CH:17]=[C:16]([C:18]2[CH:23]=[CH:22][CH:21]=[C:20]([CH3:24])[C:19]=2[CH3:25])[N:15]=[C:14]([NH2:26])[N:13]=1. (2) Given the product [NH2:1][CH2:4][C@@H:5]1[CH2:6][C@H:7]([C:9]2[N:13]3[CH:14]=[CH:15][N:16]=[C:17]([NH2:18])[C:12]3=[C:11]([C:19]3[CH:24]=[CH:23][CH:22]=[C:21]([O:25][CH2:26][C:27]4[CH:32]=[CH:31][CH:30]=[CH:29][CH:28]=4)[CH:20]=3)[N:10]=2)[CH2:8]1, predict the reactants needed to synthesize it. The reactants are: [N:1]([CH2:4][C@@H:5]1[CH2:8][C@H:7]([C:9]2[N:13]3[CH:14]=[CH:15][N:16]=[C:17]([NH2:18])[C:12]3=[C:11]([C:19]3[CH:24]=[CH:23][CH:22]=[C:21]([O:25][CH2:26][C:27]4[CH:32]=[CH:31][CH:30]=[CH:29][CH:28]=4)[CH:20]=3)[N:10]=2)[CH2:6]1)=[N+]=[N-]. (3) Given the product [F:40][C:41]1[CH:63]=[CH:62][C:61]([F:64])=[CH:60][C:42]=1[CH2:43][N:44]1[C:48]([CH3:49])=[C:47]([C:2]2[C:10]3[C:5](=[N:6][CH:7]=[C:8]([C:11]4[CH:16]=[CH:15][C:14]([N:17]5[CH2:22][CH2:21][N:20]([C:23]([O:25][C:26]([CH3:29])([CH3:28])[CH3:27])=[O:24])[CH2:19][CH2:18]5)=[CH:13][CH:12]=4)[CH:9]=3)[N:4]([S:30]([C:33]3[CH:39]=[CH:38][C:36]([CH3:37])=[CH:35][CH:34]=3)(=[O:32])=[O:31])[CH:3]=2)[C:46]([CH3:59])=[N:45]1, predict the reactants needed to synthesize it. The reactants are: I[C:2]1[C:10]2[C:5](=[N:6][CH:7]=[C:8]([C:11]3[CH:16]=[CH:15][C:14]([N:17]4[CH2:22][CH2:21][N:20]([C:23]([O:25][C:26]([CH3:29])([CH3:28])[CH3:27])=[O:24])[CH2:19][CH2:18]4)=[CH:13][CH:12]=3)[CH:9]=2)[N:4]([S:30]([C:33]2[CH:39]=[CH:38][C:36]([CH3:37])=[CH:35][CH:34]=2)(=[O:32])=[O:31])[CH:3]=1.[F:40][C:41]1[CH:63]=[CH:62][C:61]([F:64])=[CH:60][C:42]=1[CH2:43][N:44]1[C:48]([CH3:49])=[C:47](B2OC(C)(C)C(C)(C)O2)[C:46]([CH3:59])=[N:45]1.C(=O)([O-])[O-].[Na+].[Na+]. (4) Given the product [CH:3]([S:6]([N:9]([CH2:10][C:11]1[CH:12]=[CH:13][C:14]([O:17][CH3:18])=[CH:15][CH:16]=1)[C:20]1[CH:25]=[C:24]([F:26])[CH:23]=[CH:22][C:21]=1[N+:27]([O-:29])=[O:28])(=[O:8])=[O:7])([CH3:5])[CH3:4], predict the reactants needed to synthesize it. The reactants are: [H-].[Na+].[CH:3]([S:6]([NH:9][CH2:10][C:11]1[CH:16]=[CH:15][C:14]([O:17][CH3:18])=[CH:13][CH:12]=1)(=[O:8])=[O:7])([CH3:5])[CH3:4].F[C:20]1[CH:25]=[C:24]([F:26])[CH:23]=[CH:22][C:21]=1[N+:27]([O-:29])=[O:28]. (5) The reactants are: C[O:2][C:3](=[O:37])[C@H:4]([O:12][C:13]1[C:18]([CH3:19])=[CH:17][C:16]([C:20]2[C:32]3[C:31]([CH3:33])=[C:30]([CH3:34])[S:29][C:28]=3[C:27]([Br:35])=[C:26]3[C:21]=2[CH:22]=[CH:23][CH:24]=[CH:25]3)=[CH:15][C:14]=1[CH3:36])[CH2:5][C:6]1[CH:11]=[CH:10][CH:9]=[CH:8][CH:7]=1.[OH-].[K+].Cl. Given the product [Br:35][C:27]1[C:28]2[S:29][C:30]([CH3:34])=[C:31]([CH3:33])[C:32]=2[C:20]([C:16]2[CH:15]=[C:14]([CH3:36])[C:13]([O:12][C@H:4]([CH2:5][C:6]3[CH:7]=[CH:8][CH:9]=[CH:10][CH:11]=3)[C:3]([OH:37])=[O:2])=[C:18]([CH3:19])[CH:17]=2)=[C:21]2[C:26]=1[CH:25]=[CH:24][CH:23]=[CH:22]2, predict the reactants needed to synthesize it.